Task: Predict the product of the given reaction.. Dataset: Forward reaction prediction with 1.9M reactions from USPTO patents (1976-2016) (1) Given the reactants [O:1]1[CH2:4][CH:3]([NH:5][CH2:6][C:7]([NH:9][CH2:10][C:11]2[CH:12]=[C:13]([C:17]3[CH:22]=[CH:21][C:20]([C:23]([F:26])([F:25])[F:24])=[CH:19][CH:18]=3)[CH:14]=[CH:15][CH:16]=2)=[O:8])[CH2:2]1.CCN(C(C)C)C(C)C.[F:36][C:37]1[CH:42]=[CH:41][C:40]([S:43](Cl)(=[O:45])=[O:44])=[CH:39][CH:38]=1, predict the reaction product. The product is: [F:36][C:37]1[CH:42]=[CH:41][C:40]([S:43]([N:5]([CH:3]2[CH2:4][O:1][CH2:2]2)[CH2:6][C:7]([NH:9][CH2:10][C:11]2[CH:12]=[C:13]([C:17]3[CH:18]=[CH:19][C:20]([C:23]([F:25])([F:24])[F:26])=[CH:21][CH:22]=3)[CH:14]=[CH:15][CH:16]=2)=[O:8])(=[O:45])=[O:44])=[CH:39][CH:38]=1. (2) The product is: [CH2:12]([O:20][CH2:21][CH2:22][CH2:23][C:24]([C:10]1[O:11][C:7]([C:2]2[CH:3]=[CH:4][CH:5]=[CH:6][N:1]=2)=[CH:8][N:9]=1)=[O:25])[CH2:13][C:14]1[CH:19]=[CH:18][CH:17]=[CH:16][CH:15]=1. Given the reactants [N:1]1[CH:6]=[CH:5][CH:4]=[CH:3][C:2]=1[C:7]1[O:11][CH:10]=[N:9][CH:8]=1.[CH2:12]([O:20][CH2:21][CH2:22][CH2:23][C:24](O)=[O:25])[CH2:13][C:14]1[CH:19]=[CH:18][CH:17]=[CH:16][CH:15]=1, predict the reaction product. (3) Given the reactants [OH:1][NH:2][CH:3]([CH:35]([CH3:37])[CH3:36])[CH2:4][S:5]([C:8]1[CH:13]=[CH:12][C:11]([C:14]2[CH:19]=[CH:18][CH:17]=[C:16]([CH2:20][NH:21][C:22]([C:24]3[NH:33][C:32](=[O:34])[C:31]4[C:26](=[CH:27][CH:28]=[CH:29][CH:30]=4)[N:25]=3)=[O:23])[CH:15]=2)=[CH:10][CH:9]=1)(=[O:7])=[O:6].C([N:41]([CH2:45]C)C(C)C)(C)C.ClC(Cl)([O:50]C(=O)OC(Cl)(Cl)Cl)Cl.N, predict the reaction product. The product is: [NH2:41][C:45]([N:2]([OH:1])[CH:3]([CH:35]([CH3:37])[CH3:36])[CH2:4][S:5]([C:8]1[CH:9]=[CH:10][C:11]([C:14]2[CH:19]=[CH:18][CH:17]=[C:16]([CH2:20][NH:21][C:22]([C:24]3[NH:33][C:32](=[O:34])[C:31]4[C:26](=[CH:27][CH:28]=[CH:29][CH:30]=4)[N:25]=3)=[O:23])[CH:15]=2)=[CH:12][CH:13]=1)(=[O:6])=[O:7])=[O:50].